This data is from Forward reaction prediction with 1.9M reactions from USPTO patents (1976-2016). The task is: Predict the product of the given reaction. Given the reactants [F:1][C:2]1[CH:9]=[CH:8][C:5]([CH2:6][NH2:7])=[CH:4][CH:3]=1.[F:10][C:11]([F:22])([F:21])[C:12]([N:14]1[CH2:19][CH2:18][C:17](=O)[CH2:16][CH2:15]1)=[O:13].C(O)(=O)C.[BH3-]C#N.[Na+], predict the reaction product. The product is: [F:1][C:2]1[CH:9]=[CH:8][C:5]([CH2:6][NH:7][CH:17]2[CH2:18][CH2:19][N:14]([C:12](=[O:13])[C:11]([F:10])([F:21])[F:22])[CH2:15][CH2:16]2)=[CH:4][CH:3]=1.